Dataset: TCR-epitope binding with 47,182 pairs between 192 epitopes and 23,139 TCRs. Task: Binary Classification. Given a T-cell receptor sequence (or CDR3 region) and an epitope sequence, predict whether binding occurs between them. (1) The epitope is NLVPMVATV. The TCR CDR3 sequence is CASSLDAVGFYGYTF. Result: 1 (the TCR binds to the epitope). (2) The epitope is KTSVDCTMYI. The TCR CDR3 sequence is CASSLTSQETQYF. Result: 1 (the TCR binds to the epitope).